The task is: Predict the reactants needed to synthesize the given product.. This data is from Full USPTO retrosynthesis dataset with 1.9M reactions from patents (1976-2016). (1) Given the product [C:13]1([C:19]#[C:20][C:2]2[C:6]3[CH:7]=[C:8]([CH:11]=[O:12])[CH:9]=[CH:10][C:5]=3[O:4][CH:3]=2)[CH:18]=[CH:17][CH:16]=[CH:15][CH:14]=1, predict the reactants needed to synthesize it. The reactants are: Br[C:2]1[C:6]2[CH:7]=[C:8]([CH:11]=[O:12])[CH:9]=[CH:10][C:5]=2[O:4][CH:3]=1.[C:13]1([C:19]#[CH:20])[CH:18]=[CH:17][CH:16]=[CH:15][CH:14]=1. (2) Given the product [F:36][C:37]1[CH:43]=[CH:42][C:40]([NH:41][C:5](=[C:7]2[CH2:11][CH2:10][N:9]([C:12]([O:14][CH2:15][C:16]3[CH:21]=[CH:20][CH:19]=[CH:18][CH:17]=3)=[O:13])[C:8]2=[O:22])[CH2:4][O:3][CH3:2])=[CH:39][CH:38]=1, predict the reactants needed to synthesize it. The reactants are: [K].[CH3:2][O:3][CH2:4][C:5]([CH:7]1[CH2:11][CH2:10][N:9]([C:12]([O:14][CH2:15][C:16]2[CH:21]=[CH:20][CH:19]=[CH:18][CH:17]=2)=[O:13])[C:8]1=[O:22])=O.Cl.O.C1(C)C=CC(S(O)(=O)=O)=CC=1.[F:36][C:37]1[CH:43]=[CH:42][C:40]([NH2:41])=[CH:39][CH:38]=1.C(=O)(O)[O-].[Na+]. (3) Given the product [CH3:15][C:12]1([CH3:16])[CH2:11][C:10]2([CH2:17][CH2:18][C:7]([B:24]3[O:25][C:26]([CH3:28])([CH3:27])[C:22]([CH3:38])([CH3:21])[O:23]3)=[CH:8][CH2:9]2)[O:14][CH2:13]1, predict the reactants needed to synthesize it. The reactants are: FC(F)(F)S(O[C:7]1[CH2:18][CH2:17][C:10]2([O:14][CH2:13][C:12]([CH3:16])([CH3:15])[CH2:11]2)[CH2:9][CH:8]=1)(=O)=O.[CH3:21][C:22]1([CH3:38])[C:26]([CH3:28])([CH3:27])[O:25][B:24]([B:24]2[O:25][C:26]([CH3:28])([CH3:27])[C:22]([CH3:38])([CH3:21])[O:23]2)[O:23]1.C([O-])(=O)C.[K+]. (4) Given the product [CH:4]([C:5]1[N:10]=[CH:9][C:8]([CH2:11][CH2:12][NH:13][C:14]([C:16]2[CH:21]=[CH:20][C:19]([C:22]3[CH:23]=[CH:24][C:25]([Cl:28])=[CH:26][CH:27]=3)=[CH:18][CH:17]=2)=[O:15])=[CH:7][CH:6]=1)=[O:3], predict the reactants needed to synthesize it. The reactants are: Cl.C[O:3][CH:4](OC)[C:5]1[N:10]=[CH:9][C:8]([CH2:11][CH2:12][NH:13][C:14]([C:16]2[CH:21]=[CH:20][C:19]([C:22]3[CH:27]=[CH:26][C:25]([Cl:28])=[CH:24][CH:23]=3)=[CH:18][CH:17]=2)=[O:15])=[CH:7][CH:6]=1.O.C([O-])([O-])=O.[Na+].[Na+]. (5) Given the product [Cl:26][CH2:25][C:24](=[N:23][O:22][CH3:21])[CH2:27][N:1]1[C:9]2[C:4](=[CH:5][C:6]([N:10]=[CH:11][N:12]([CH3:14])[CH3:13])=[CH:7][CH:8]=2)[CH:3]=[CH:2]1, predict the reactants needed to synthesize it. The reactants are: [NH:1]1[C:9]2[C:4](=[CH:5][C:6]([N:10]=[CH:11][N:12]([CH3:14])[CH3:13])=[CH:7][CH:8]=2)[CH:3]=[CH:2]1.CC([O-])(C)C.[K+].[CH3:21][O:22][N:23]=[C:24]([CH2:27]Cl)[CH2:25][Cl:26]. (6) Given the product [OH2:29].[OH2:29].[Cl:1][C:2]1[CH:7]=[CH:6][C:5]([C:8]2[NH:9][N:10]=[C:11]([N:19]3[CH2:20][CH2:21][N:22]([C:25](=[O:31])[CH2:26][CH2:27][C:28]([OH:30])=[O:29])[CH2:23][CH2:24]3)[C:12]=2[C:13]2[CH:14]=[CH:15][N:16]=[CH:17][CH:18]=2)=[CH:4][CH:3]=1, predict the reactants needed to synthesize it. The reactants are: [Cl:1][C:2]1[CH:7]=[CH:6][C:5]([C:8]2[C:12]([C:13]3[CH:18]=[CH:17][N:16]=[CH:15][CH:14]=3)=[C:11]([N:19]3[CH2:24][CH2:23][NH:22][CH2:21][CH2:20]3)[NH:10][N:9]=2)=[CH:4][CH:3]=1.[C:25]1(=[O:31])[O:30][C:28](=[O:29])[CH2:27][CH2:26]1. (7) Given the product [Si:31]([O:38][CH2:39][CH2:40][N:41]([CH2:71][CH3:72])[CH2:42][CH2:43][C@@H:44]([NH:53][C:54]1[CH:59]=[CH:58][C:57]([S:60]([NH:63][C:25](=[O:26])[C:24]2[CH:28]=[CH:29][C:21]([N:18]3[CH2:19][CH2:20][CH:15]([C@H:14]([C:9]4[CH:10]=[CH:11][CH:12]=[CH:13][C:8]=4[C:5]4[CH:4]=[CH:3][C:2]([Cl:1])=[CH:7][CH:6]=4)[OH:30])[CH2:16][CH2:17]3)=[CH:22][CH:23]=2)(=[O:61])=[O:62])=[CH:56][C:55]=1[S:64]([C:67]([F:68])([F:69])[F:70])(=[O:66])=[O:65])[CH2:45][S:46][C:47]1[CH:48]=[CH:49][CH:50]=[CH:51][CH:52]=1)([C:34]([CH3:37])([CH3:35])[CH3:36])([CH3:33])[CH3:32], predict the reactants needed to synthesize it. The reactants are: [Cl:1][C:2]1[CH:7]=[CH:6][C:5]([C:8]2[CH:13]=[CH:12][CH:11]=[CH:10][C:9]=2[C@H:14]([OH:30])[CH:15]2[CH2:20][CH2:19][N:18]([C:21]3[CH:29]=[CH:28][C:24]([C:25](O)=[O:26])=[CH:23][CH:22]=3)[CH2:17][CH2:16]2)=[CH:4][CH:3]=1.[Si:31]([O:38][CH2:39][CH2:40][N:41]([CH2:71][CH3:72])[CH2:42][CH2:43][C@@H:44]([NH:53][C:54]1[CH:59]=[CH:58][C:57]([S:60]([NH2:63])(=[O:62])=[O:61])=[CH:56][C:55]=1[S:64]([C:67]([F:70])([F:69])[F:68])(=[O:66])=[O:65])[CH2:45][S:46][C:47]1[CH:52]=[CH:51][CH:50]=[CH:49][CH:48]=1)([C:34]([CH3:37])([CH3:36])[CH3:35])([CH3:33])[CH3:32].C(Cl)CCl.